This data is from NCI-60 drug combinations with 297,098 pairs across 59 cell lines. The task is: Regression. Given two drug SMILES strings and cell line genomic features, predict the synergy score measuring deviation from expected non-interaction effect. (1) Drug 1: CCN(CC)CCNC(=O)C1=C(NC(=C1C)C=C2C3=C(C=CC(=C3)F)NC2=O)C. Drug 2: C(CCl)NC(=O)N(CCCl)N=O. Cell line: SF-295. Synergy scores: CSS=-2.02, Synergy_ZIP=2.07, Synergy_Bliss=3.58, Synergy_Loewe=-2.31, Synergy_HSA=-0.691. (2) Drug 1: C1CCN(CC1)CCOC2=CC=C(C=C2)C(=O)C3=C(SC4=C3C=CC(=C4)O)C5=CC=C(C=C5)O. Drug 2: C1=NC2=C(N=C(N=C2N1C3C(C(C(O3)CO)O)F)Cl)N. Cell line: HCC-2998. Synergy scores: CSS=42.4, Synergy_ZIP=2.03, Synergy_Bliss=-0.768, Synergy_Loewe=-18.8, Synergy_HSA=-2.37. (3) Drug 2: CC12CCC3C(C1CCC2O)C(CC4=C3C=CC(=C4)O)CCCCCCCCCS(=O)CCCC(C(F)(F)F)(F)F. Synergy scores: CSS=1.28, Synergy_ZIP=0.688, Synergy_Bliss=-1.05, Synergy_Loewe=-2.52, Synergy_HSA=-4.34. Drug 1: CC1=C(C=C(C=C1)NC(=O)C2=CC=C(C=C2)CN3CCN(CC3)C)NC4=NC=CC(=N4)C5=CN=CC=C5. Cell line: KM12. (4) Drug 1: CC1=CC=C(C=C1)C2=CC(=NN2C3=CC=C(C=C3)S(=O)(=O)N)C(F)(F)F. Drug 2: CC1=C(C=C(C=C1)NC(=O)C2=CC=C(C=C2)CN3CCN(CC3)C)NC4=NC=CC(=N4)C5=CN=CC=C5. Cell line: MDA-MB-231. Synergy scores: CSS=14.1, Synergy_ZIP=-2.73, Synergy_Bliss=-3.96, Synergy_Loewe=-0.0607, Synergy_HSA=0.282.